This data is from Peptide-MHC class II binding affinity with 134,281 pairs from IEDB. The task is: Regression. Given a peptide amino acid sequence and an MHC pseudo amino acid sequence, predict their binding affinity value. This is MHC class II binding data. (1) The peptide sequence is IRQAGVQYSR. The MHC is DRB1_0301 with pseudo-sequence DRB1_0301. The binding affinity (normalized) is 0.0377. (2) The binding affinity (normalized) is 0.695. The peptide sequence is IKQPDFNSLISIAQH. The MHC is DRB1_0101 with pseudo-sequence DRB1_0101. (3) The peptide sequence is ALTLKGTSYKICTDK. The MHC is DRB1_1101 with pseudo-sequence DRB1_1101. The binding affinity (normalized) is 0.331. (4) The peptide sequence is TKVTFHVVGVGPLLH. The MHC is DRB4_0101 with pseudo-sequence DRB4_0103. The binding affinity (normalized) is 0.460.